From a dataset of Reaction yield outcomes from USPTO patents with 853,638 reactions. Predict the reaction yield, written as a fraction of the theoretical maximum amount of product (1.0 means a 100% yield; for example, 0.34 means a 34% yield). (1) The yield is 0.710. No catalyst specified. The reactants are CO[C:3](=[O:24])[C:4]1[CH:9]=[CH:8][C:7]([O:10][CH2:11][C:12]2[C:13]([C:17]3[CH:22]=[CH:21][C:20]([Cl:23])=[CH:19][CH:18]=3)=[N:14][O:15][CH:16]=2)=[N:6][CH:5]=1.[NH2:25][CH:26]1[CH2:31][CH2:30][O:29][CH2:28][CH2:27]1. The product is [Cl:23][C:20]1[CH:19]=[CH:18][C:17]([C:13]2[C:12]([CH2:11][O:10][C:7]3[CH:8]=[CH:9][C:4]([C:3]([NH:25][CH:26]4[CH2:31][CH2:30][O:29][CH2:28][CH2:27]4)=[O:24])=[CH:5][N:6]=3)=[CH:16][O:15][N:14]=2)=[CH:22][CH:21]=1. (2) The reactants are Br[Zn][CH2:3][C:4]([O:6][CH2:7][CH3:8])=[O:5].[C:9]1(/[CH:15]=[CH:16]/[C:17]([C:19]2[CH:24]=[CH:23][CH:22]=[CH:21][CH:20]=2)=[O:18])[CH:14]=[CH:13][CH:12]=[CH:11][CH:10]=1.Cl.C(OCC)(=O)C. The catalyst is C1COCC1. The product is [OH:18][C:17]([C:19]1[CH:24]=[CH:23][CH:22]=[CH:21][CH:20]=1)(/[CH:16]=[CH:15]/[C:9]1[CH:14]=[CH:13][CH:12]=[CH:11][CH:10]=1)[CH2:3][C:4]([O:6][CH2:7][CH3:8])=[O:5]. The yield is 0.970. (3) The reactants are O=[C:2]1[CH2:7][CH2:6][N:5]([C:8]([O:10][C:11]([CH3:14])([CH3:13])[CH3:12])=[O:9])[CH2:4][CH2:3]1.C(OP([CH2:23][C:24]([O:26][CH2:27][CH3:28])=[O:25])(OCC)=O)C.C(=O)([O-])[O-].[K+].[K+]. The catalyst is CN(C=O)C. The product is [CH2:27]([O:26][C:24](=[O:25])[CH:23]=[C:2]1[CH2:7][CH2:6][N:5]([C:8]([O:10][C:11]([CH3:14])([CH3:13])[CH3:12])=[O:9])[CH2:4][CH2:3]1)[CH3:28]. The yield is 0.620. (4) The reactants are [N+:1]([C:4]1[CH:8]=[C:7]([C:9](O)=[O:10])[NH:6][N:5]=1)([O-:3])=[O:2]. The catalyst is C1COCC1. The product is [N+:1]([C:4]1[CH:8]=[C:7]([CH2:9][OH:10])[NH:6][N:5]=1)([O-:3])=[O:2]. The yield is 0.680. (5) The reactants are [CH3:1][C@@:2]12[CH2:16][C@@H:3]1[CH2:4][CH:5]1[CH:9]([CH2:10]2)[NH:8][N:7]=[C:6]1[C:11]([O:13]CC)=[O:12].[OH-].[Na+]. No catalyst specified. The product is [CH3:1][C@@:2]12[CH2:16][C@@H:3]1[CH2:4][CH:5]1[CH:9]([CH2:10]2)[NH:8][N:7]=[C:6]1[C:11]([OH:13])=[O:12]. The yield is 0.830. (6) The reactants are [CH2:1]([O:8][C:9]1[C:14]([CH2:15][N:16]2[CH2:25][CH2:24][C:23]3[C:18](=[C:19]([Cl:28])[C:20](Br)=[CH:21][C:22]=3[Cl:26])[C:17]2=[O:29])=[C:13]([CH3:30])[CH:12]=[C:11]([CH3:31])[N:10]=1)[C:2]1[CH:7]=[CH:6][CH:5]=[CH:4][CH:3]=1.C([Mg]Cl)(C)C.[Cl-].[Li+].[C:39](Cl)(=[O:41])[CH3:40]. The catalyst is C1COCC1.O1CCOCC1.[Cl-].[Zn+2].[Cl-].C1C=CC([P]([Pd]([P](C2C=CC=CC=2)(C2C=CC=CC=2)C2C=CC=CC=2)([P](C2C=CC=CC=2)(C2C=CC=CC=2)C2C=CC=CC=2)[P](C2C=CC=CC=2)(C2C=CC=CC=2)C2C=CC=CC=2)(C2C=CC=CC=2)C2C=CC=CC=2)=CC=1. The product is [C:39]([C:20]1[C:19]([Cl:28])=[C:18]2[C:23]([CH2:24][CH2:25][N:16]([CH2:15][C:14]3[C:9]([O:8][CH2:1][C:2]4[CH:7]=[CH:6][CH:5]=[CH:4][CH:3]=4)=[N:10][C:11]([CH3:31])=[CH:12][C:13]=3[CH3:30])[C:17]2=[O:29])=[C:22]([Cl:26])[CH:21]=1)(=[O:41])[CH3:40]. The yield is 0.780.